From a dataset of NCI-60 drug combinations with 297,098 pairs across 59 cell lines. Regression. Given two drug SMILES strings and cell line genomic features, predict the synergy score measuring deviation from expected non-interaction effect. (1) Drug 1: C1C(C(OC1N2C=NC3=C(N=C(N=C32)Cl)N)CO)O. Drug 2: CN(CCCl)CCCl.Cl. Cell line: MOLT-4. Synergy scores: CSS=76.9, Synergy_ZIP=-0.261, Synergy_Bliss=-0.568, Synergy_Loewe=-3.66, Synergy_HSA=-0.599. (2) Drug 1: COC1=CC(=CC(=C1O)OC)C2C3C(COC3=O)C(C4=CC5=C(C=C24)OCO5)OC6C(C(C7C(O6)COC(O7)C8=CC=CS8)O)O. Drug 2: CC1=C(C=C(C=C1)NC(=O)C2=CC=C(C=C2)CN3CCN(CC3)C)NC4=NC=CC(=N4)C5=CN=CC=C5. Cell line: K-562. Synergy scores: CSS=80.3, Synergy_ZIP=4.26, Synergy_Bliss=3.43, Synergy_Loewe=5.58, Synergy_HSA=8.54. (3) Drug 1: CC1=CC2C(CCC3(C2CCC3(C(=O)C)OC(=O)C)C)C4(C1=CC(=O)CC4)C. Drug 2: CC1=C(C=C(C=C1)NC(=O)C2=CC=C(C=C2)CN3CCN(CC3)C)NC4=NC=CC(=N4)C5=CN=CC=C5. Cell line: SNB-19. Synergy scores: CSS=-7.30, Synergy_ZIP=6.08, Synergy_Bliss=4.15, Synergy_Loewe=-3.62, Synergy_HSA=-4.29. (4) Drug 1: CC(C1=C(C=CC(=C1Cl)F)Cl)OC2=C(N=CC(=C2)C3=CN(N=C3)C4CCNCC4)N. Drug 2: C1CN(CCN1C(=O)CCBr)C(=O)CCBr. Cell line: EKVX. Synergy scores: CSS=7.16, Synergy_ZIP=-1.87, Synergy_Bliss=-1.12, Synergy_Loewe=-3.22, Synergy_HSA=-1.11.